Dataset: Peptide-MHC class I binding affinity with 185,985 pairs from IEDB/IMGT. Task: Regression. Given a peptide amino acid sequence and an MHC pseudo amino acid sequence, predict their binding affinity value. This is MHC class I binding data. The peptide sequence is SPLPSLEYGA. The MHC is HLA-B51:01 with pseudo-sequence HLA-B51:01. The binding affinity (normalized) is 0.